Dataset: Forward reaction prediction with 1.9M reactions from USPTO patents (1976-2016). Task: Predict the product of the given reaction. Given the reactants FC1(F)[CH2:7][CH2:6][N:5]([C:8]([C:10]2[NH:11][C:12]3[C:17]([CH:18]=2)=[CH:16][C:15]([O:19][CH:20]2[CH2:25][CH2:24][N:23]([CH:26]([CH3:28])[CH3:27])[CH2:22][CH2:21]2)=[CH:14][CH:13]=3)=[O:9])[CH2:4][CH2:3]1.Cl.FC1(F)CCNCC1.C(N1CCC([O:48]C2C=C3C(=CC=2)NC(C(O)=O)=C3)CC1)(C)C.N1CCOCC1, predict the reaction product. The product is: [CH:26]([N:23]1[CH2:24][CH2:25][CH:20]([O:19][C:15]2[CH:16]=[C:17]3[C:12](=[CH:13][CH:14]=2)[NH:11][C:10]([C:8]([N:5]2[CH2:4][CH2:3][O:48][CH2:7][CH2:6]2)=[O:9])=[CH:18]3)[CH2:21][CH2:22]1)([CH3:28])[CH3:27].